From a dataset of Full USPTO retrosynthesis dataset with 1.9M reactions from patents (1976-2016). Predict the reactants needed to synthesize the given product. Given the product [CH2:23]([O:30][C:31]([NH:1][C@@H:2]1[CH2:7][CH2:6][N:5]([C:8]([O:10][C:11]([CH3:12])([CH3:14])[CH3:13])=[O:9])[CH2:4][C@H:3]1[OH:15])=[O:32])[C:24]1[CH:29]=[CH:28][CH:27]=[CH:26][CH:25]=1, predict the reactants needed to synthesize it. The reactants are: [NH2:1][C@@H:2]1[CH2:7][CH2:6][N:5]([C:8]([O:10][C:11]([CH3:14])([CH3:13])[CH3:12])=[O:9])[CH2:4][C@H:3]1[OH:15].C(N(CC)CC)C.[CH2:23]([O:30][C:31](ON1C(=O)CCC1=O)=[O:32])[C:24]1[CH:29]=[CH:28][CH:27]=[CH:26][CH:25]=1.